Dataset: Full USPTO retrosynthesis dataset with 1.9M reactions from patents (1976-2016). Task: Predict the reactants needed to synthesize the given product. (1) Given the product [Br:26][C:3]1[N:4]2[N:5]=[C:6]([C:10]3[CH:18]=[CH:17][C:13]([C:14]([OH:16])=[O:15])=[CH:12][CH:11]=3)[CH:7]=[CH:8][C:9]2=[N:1][CH:2]=1, predict the reactants needed to synthesize it. The reactants are: [N:1]1[CH:2]=[CH:3][N:4]2[C:9]=1[CH:8]=[CH:7][C:6]([C:10]1[CH:18]=[CH:17][C:13]([C:14]([OH:16])=[O:15])=[CH:12][CH:11]=1)=[N:5]2.C1C(=O)N([Br:26])C(=O)C1. (2) The reactants are: [CH:1]1([C:6](=O)[CH:7]([C:13]([CH:15]2[CH2:19][CH2:18][CH2:17][CH2:16]2)=[O:14])[C:8]([O:10][CH2:11][CH3:12])=[O:9])[CH2:5][CH2:4][CH2:3][CH2:2]1.O.Cl.[NH2:23]O. Given the product [CH:1]1([C:6]2[C:7]([C:8]([O:10][CH2:11][CH3:12])=[O:9])=[C:13]([CH:15]3[CH2:19][CH2:18][CH2:17][CH2:16]3)[O:14][N:23]=2)[CH2:5][CH2:4][CH2:3][CH2:2]1, predict the reactants needed to synthesize it. (3) Given the product [C:14]([C:16]1[CH:17]=[C:18]([C:22]#[C:23][C:2]2[CH:7]=[CH:6][C:5]([CH2:8][CH2:9][C:10]([O:12][CH3:13])=[O:11])=[CH:4][CH:3]=2)[CH:19]=[CH:20][CH:21]=1)#[CH:15], predict the reactants needed to synthesize it. The reactants are: I[C:2]1[CH:7]=[CH:6][C:5]([CH2:8][CH2:9][C:10]([O:12][CH3:13])=[O:11])=[CH:4][CH:3]=1.[C:14]([C:16]1[CH:21]=[CH:20][CH:19]=[C:18]([C:22]#[CH:23])[CH:17]=1)#[CH:15]. (4) Given the product [CH2:23]([O:30][CH2:31][C:32]([NH:34][CH:35]([CH3:37])[CH3:36])=[S:10])[C:24]1[CH:29]=[CH:28][CH:27]=[CH:26][CH:25]=1, predict the reactants needed to synthesize it. The reactants are: COC1C=CC(P2(SP(C3C=CC(OC)=CC=3)(=S)S2)=[S:10])=CC=1.[CH2:23]([O:30][CH2:31][C:32]([NH:34][CH:35]([CH3:37])[CH3:36])=O)[C:24]1[CH:29]=[CH:28][CH:27]=[CH:26][CH:25]=1.